From a dataset of Forward reaction prediction with 1.9M reactions from USPTO patents (1976-2016). Predict the product of the given reaction. (1) Given the reactants [H-].[Na+].[O:3]=[C:4]1[CH:9]([NH:10][S:11]([C:14]2[CH:19]=[CH:18][CH:17]=[CH:16][CH:15]=2)(=[O:13])=[O:12])[CH2:8][CH2:7][CH2:6][N:5]1[C:20]1[CH:25]=[CH:24][CH:23]=[CH:22][CH:21]=1.C(N=C=NC(C)C)(C)C.[CH2:35]([O:42][C:43](=[O:58])[CH2:44][CH2:45][C@@H:46]([C:55](O)=[O:56])[NH:47][C:48]([O:50][C:51]([CH3:54])([CH3:53])[CH3:52])=[O:49])[C:36]1[CH:41]=[CH:40][CH:39]=[CH:38][CH:37]=1, predict the reaction product. The product is: [C:51]([O:50][C:48]([NH:47][CH:46]([C:55](=[O:56])[N:10]([CH:9]1[CH2:8][CH2:7][CH2:6][N:5]([C:20]2[CH:25]=[CH:24][CH:23]=[CH:22][CH:21]=2)[C:4]1=[O:3])[S:11]([C:14]1[CH:19]=[CH:18][CH:17]=[CH:16][CH:15]=1)(=[O:13])=[O:12])[CH2:45][CH2:44][C:43]([O:42][CH2:35][C:36]1[CH:41]=[CH:40][CH:39]=[CH:38][CH:37]=1)=[O:58])=[O:49])([CH3:54])([CH3:53])[CH3:52]. (2) Given the reactants [CH2:1]([O:8][C:9]([NH:11][CH2:12][C@@H:13]([C:22](OC)=[O:23])[NH:14][C:15]([O:17][C:18]([CH3:21])([CH3:20])[CH3:19])=[O:16])=[O:10])[C:2]1[CH:7]=[CH:6][CH:5]=[CH:4][CH:3]=1.[BH4-].[Li+], predict the reaction product. The product is: [OH:23][CH2:22][CH:13]([NH:14][C:15](=[O:16])[O:17][C:18]([CH3:20])([CH3:19])[CH3:21])[CH2:12][NH:11][C:9](=[O:10])[O:8][CH2:1][C:2]1[CH:3]=[CH:4][CH:5]=[CH:6][CH:7]=1.